Dataset: Full USPTO retrosynthesis dataset with 1.9M reactions from patents (1976-2016). Task: Predict the reactants needed to synthesize the given product. Given the product [Cl:44][C:45]1[CH:50]=[CH:49][C:48]([C:27]2([OH:28])[C:26]3[C:21](=[CH:22][CH:23]=[CH:24][CH:25]=3)[N:20]([CH2:29][C:30]([O:32][CH3:33])=[O:31])[C:19]2=[O:18])=[C:47]([OH:51])[CH:46]=1, predict the reactants needed to synthesize it. The reactants are: BrC1C=CC=C2C=1C(=O)C(=O)N2CCCCC.[O:18]=[C:19]1[C:27](=[O:28])[C:26]2[C:21](=[CH:22][CH:23]=[CH:24][CH:25]=2)[N:20]1[CH2:29][C:30]([O:32][CH3:33])=[O:31].O1C2C=CC(O)=CC=2OC1.[Cl:44][C:45]1[CH:46]=[C:47]([OH:51])[CH:48]=[CH:49][CH:50]=1.